From a dataset of Catalyst prediction with 721,799 reactions and 888 catalyst types from USPTO. Predict which catalyst facilitates the given reaction. (1) Reactant: [CH:1]([C:4]1[CH:9]=[C:8]([O:10][CH3:11])[C:7]([C:12]([F:15])([F:14])[F:13])=[CH:6][C:5]=1S(C1C=CC(C)=CC=1)(=O)=O)([CH3:3])[CH3:2].[OH-:26].[Na+].Cl. Product: [CH:1]([C:4]1[CH:9]=[C:8]([O:10][CH3:11])[C:7]([C:12]([F:15])([F:14])[F:13])=[CH:6][C:5]=1[OH:26])([CH3:3])[CH3:2]. The catalyst class is: 24. (2) Reactant: [OH:1][CH:2]1[CH2:7][CH2:6][NH:5][CH2:4][CH2:3]1.Br[C:9]1[CH:14]=[CH:13][N:12]=[CH:11][CH:10]=1.C(N(CC)CC)C. Product: [OH:1][CH:2]1[CH2:7][CH2:6][N:5]([C:9]2[CH:14]=[CH:13][N:12]=[CH:11][CH:10]=2)[CH2:4][CH2:3]1. The catalyst class is: 88. (3) Reactant: [N+:1]([C:4]1[CH:5]=[C:6]([C:13]([N:15]2[CH2:20][CH2:19][O:18][CH2:17][CH2:16]2)=[O:14])[CH:7]=[CH:8][C:9]=1[N+:10]([O-])=O)([O-])=O. Product: [NH2:1][C:4]1[CH:5]=[C:6]([C:13]([N:15]2[CH2:20][CH2:19][O:18][CH2:17][CH2:16]2)=[O:14])[CH:7]=[CH:8][C:9]=1[NH2:10]. The catalyst class is: 19.